Dataset: Full USPTO retrosynthesis dataset with 1.9M reactions from patents (1976-2016). Task: Predict the reactants needed to synthesize the given product. Given the product [CH:1]1([NH:7][C:8]2[CH:17]=[C:16]3[C:11]([C:12](=[O:25])[C:13]([CH:23]([P:27](=[O:34])([O:31][CH2:32][CH3:33])[O:28][CH2:29][CH3:30])[OH:24])=[CH:14][N:15]3[CH:18]([CH2:19][CH3:20])[CH2:21][CH3:22])=[CH:10][C:9]=2[F:26])[CH2:6][CH2:5][CH2:4][CH2:3][CH2:2]1, predict the reactants needed to synthesize it. The reactants are: [CH:1]1([NH:7][C:8]2[CH:17]=[C:16]3[C:11]([C:12](=[O:25])[C:13]([CH:23]=[O:24])=[CH:14][N:15]3[CH:18]([CH2:21][CH3:22])[CH2:19][CH3:20])=[CH:10][C:9]=2[F:26])[CH2:6][CH2:5][CH2:4][CH2:3][CH2:2]1.[P:27]([O-:34])([O:31][CH2:32][CH3:33])[O:28][CH2:29][CH3:30].C1CCN2C(=NCCC2)CC1.[Cl-].[NH4+].